From a dataset of Full USPTO retrosynthesis dataset with 1.9M reactions from patents (1976-2016). Predict the reactants needed to synthesize the given product. (1) Given the product [Br:1][C:2]1[CH:7]=[C:6]([N+:8]([O-:10])=[O:9])[CH:5]=[CH:4][C:3]=1[N:15]1[CH2:14][CH2:13][N:12]([C:18]([O:20][C:21]([CH3:24])([CH3:23])[CH3:22])=[O:19])[CH2:17][CH2:16]1, predict the reactants needed to synthesize it. The reactants are: [Br:1][C:2]1[CH:7]=[C:6]([N+:8]([O-:10])=[O:9])[CH:5]=[CH:4][C:3]=1F.[N:12]1([C:18]([O:20][C:21]([CH3:24])([CH3:23])[CH3:22])=[O:19])[CH2:17][CH2:16][NH:15][CH2:14][CH2:13]1.C(=O)([O-])[O-].[K+].[K+]. (2) Given the product [C:1]12([NH:11][CH2:21][C:20]3[CH:23]=[CH:24][C:17]([C:14]4[CH:15]=[CH:16][O:12][CH:13]=4)=[CH:18][C:19]=3[OH:25])[CH2:8][CH:7]3[CH2:6][CH:5]([CH2:4][CH:3]([CH2:9]3)[CH2:2]1)[CH2:10]2, predict the reactants needed to synthesize it. The reactants are: [C:1]12([NH2:11])[CH2:10][CH:5]3[CH2:6][CH:7]([CH2:9][CH:3]([CH2:4]3)[CH2:2]1)[CH2:8]2.[O:12]1[CH:16]=[CH:15][C:14]([C:17]2[CH:24]=[CH:23][C:20]([CH:21]=O)=[C:19]([OH:25])[CH:18]=2)=[CH:13]1. (3) Given the product [C:25]([O:24][C:22]([N:9]([C:4]1[CH:5]=[CH:6][CH:7]=[CH:8][C:3]=1[C:2]([F:14])([F:15])[F:1])[CH2:10][C:11]([OH:13])=[O:12])=[O:23])([CH3:28])([CH3:27])[CH3:26], predict the reactants needed to synthesize it. The reactants are: [F:1][C:2]([F:15])([F:14])[C:3]1[CH:8]=[CH:7][CH:6]=[CH:5][C:4]=1[NH:9][CH2:10][C:11]([OH:13])=[O:12].O1CCOCC1.[C:22](O[C:22]([O:24][C:25]([CH3:28])([CH3:27])[CH3:26])=[O:23])([O:24][C:25]([CH3:28])([CH3:27])[CH3:26])=[O:23].Cl. (4) Given the product [Cl:1][C:2]1[CH:28]=[CH:27][C:5]([CH2:6][NH:7][C:8]([C:10]2[C:11](=[O:26])[C:12]3[CH:18]=[C:17]([CH2:19][N:20]4[CH2:21][CH2:22][O:23][CH2:24][CH2:25]4)[S:16][C:13]=3[N:14]([CH2:36][CH3:37])[CH:15]=2)=[O:9])=[CH:4][CH:3]=1, predict the reactants needed to synthesize it. The reactants are: [Cl:1][C:2]1[CH:28]=[CH:27][C:5]([CH2:6][NH:7][C:8]([C:10]2[C:11]([OH:26])=[C:12]3[CH:18]=[C:17]([CH2:19][N:20]4[CH2:25][CH2:24][O:23][CH2:22][CH2:21]4)[S:16][C:13]3=[N:14][CH:15]=2)=[O:9])=[CH:4][CH:3]=1.C(=O)([O-])[O-].[K+].[K+].I[CH2:36][CH3:37].O. (5) Given the product [C:36]([C:35]1[CH:34]=[C:33]([CH:40]=[CH:39][CH:38]=1)[C:31]([N:28]1[CH2:27][CH2:26][CH:25]([NH:24][S:19]([C:5]2[CH:6]=[C:7]([S:10]([C:13]3[CH:18]=[CH:17][CH:16]=[CH:15][CH:14]=3)(=[O:12])=[O:11])[CH:8]=[CH:9][C:4]=2[CH:1]([CH3:3])[CH3:2])(=[O:21])=[O:20])[CH2:30][CH2:29]1)=[O:32])#[N:37], predict the reactants needed to synthesize it. The reactants are: [CH:1]([C:4]1[CH:9]=[CH:8][C:7]([S:10]([C:13]2[CH:18]=[CH:17][CH:16]=[CH:15][CH:14]=2)(=[O:12])=[O:11])=[CH:6][C:5]=1[S:19](Cl)(=[O:21])=[O:20])([CH3:3])[CH3:2].Cl.[NH2:24][CH:25]1[CH2:30][CH2:29][N:28]([C:31]([C:33]2[CH:34]=[C:35]([CH:38]=[CH:39][CH:40]=2)[C:36]#[N:37])=[O:32])[CH2:27][CH2:26]1.C(N(C(C)C)CC)(C)C. (6) Given the product [CH:9]([OH:42])=[O:8].[NH:24]1[CH:23]=[CH:22][N:21]=[C:20]1[C@@H:15]([NH:14][C:12](=[O:13])[C@H:11]([N:25]1[CH:29]=[CH:28][C:27]([C:30]2[CH:31]=[CH:32][C:33]([C:36]3[CH:37]=[CH:38][N:39]=[CH:40][CH:41]=3)=[CH:34][CH:35]=2)=[CH:26]1)[CH2:10][C:9]([OH:42])=[O:8])[CH2:16][CH:17]([CH3:18])[CH3:19], predict the reactants needed to synthesize it. The reactants are: C([O:8][C:9](=[O:42])[CH2:10][C@@H:11]([N:25]1[CH:29]=[CH:28][C:27]([C:30]2[CH:35]=[CH:34][C:33]([C:36]3[CH:41]=[CH:40][N:39]=[CH:38][CH:37]=3)=[CH:32][CH:31]=2)=[CH:26]1)[C:12]([NH:14][C@H:15]([C:20]1[NH:21][CH:22]=[CH:23][N:24]=1)[CH2:16][CH:17]([CH3:19])[CH3:18])=[O:13])C1C=CC=CC=1.